This data is from Forward reaction prediction with 1.9M reactions from USPTO patents (1976-2016). The task is: Predict the product of the given reaction. (1) Given the reactants [NH2:1][C:2]1[CH:3]=[C:4]([N:12]2[CH2:17][CH2:16][N:15](C(OC(C)(C)C)=O)[CH2:14][CH2:13]2)[C:5]([Br:11])=[N:6][C:7]=1[N+:8]([O-:10])=[O:9].C(O)(C(F)(F)F)=O, predict the reaction product. The product is: [Br:11][C:5]1[N:6]=[C:7]([N+:8]([O-:10])=[O:9])[C:2]([NH2:1])=[CH:3][C:4]=1[N:12]1[CH2:17][CH2:16][NH:15][CH2:14][CH2:13]1. (2) Given the reactants [NH3:1].[Si:2]([O:9][CH2:10][CH:11]1[CH2:16][CH2:15][C:14](=O)[CH2:13][CH2:12]1)([C:5]([CH3:8])([CH3:7])[CH3:6])([CH3:4])[CH3:3].[C-:18]#[N:19].[K+].[Cl-].[NH4+].[OH-].[NH4+].[C:25]([O:29][C:30]([O:32]C(OC(C)(C)C)=O)=O)([CH3:28])([CH3:27])[CH3:26], predict the reaction product. The product is: [C:25]([O:29][C:30](=[O:32])[NH:1][C:14]1([C:18]#[N:19])[CH2:15][CH2:16][CH:11]([CH2:10][O:9][Si:2]([C:5]([CH3:8])([CH3:7])[CH3:6])([CH3:4])[CH3:3])[CH2:12][CH2:13]1)([CH3:28])([CH3:27])[CH3:26]. (3) The product is: [C:20]([O:19][C:17]([N:4]([CH:1]1[CH2:3][CH2:2]1)[C@@H:6]([CH3:10])[C:7]([OH:9])=[O:8])=[O:16])([CH3:23])([CH3:22])[CH3:21]. Given the reactants [CH:1]1([NH2:4])[CH2:3][CH2:2]1.Br[CH:6]([CH3:10])[C:7]([OH:9])=[O:8].C(=O)(O)[O-].[Na+].[O:16](C(OC(C)(C)C)=O)[C:17]([O:19][C:20]([CH3:23])([CH3:22])[CH3:21])=O.Cl, predict the reaction product. (4) Given the reactants C([O:3][C:4]([C:6]1[C:7]([NH2:24])=[N:8][N:9]([CH2:11][C:12]2[CH:17]=[CH:16][C:15]([CH2:18][N:19]3[CH:23]=[CH:22][CH:21]=[N:20]3)=[CH:14][CH:13]=2)[CH:10]=1)=[O:5])C.[OH-].[Na+], predict the reaction product. The product is: [NH2:24][C:7]1[C:6]([C:4]([OH:5])=[O:3])=[CH:10][N:9]([CH2:11][C:12]2[CH:13]=[CH:14][C:15]([CH2:18][N:19]3[CH:23]=[CH:22][CH:21]=[N:20]3)=[CH:16][CH:17]=2)[N:8]=1. (5) Given the reactants [CH:1]1[C:6]([NH2:7])=[CH:5][CH:4]=[C:3]([OH:8])[CH:2]=1.[F:9][C:10]([F:20])([F:19])[C:11]1[CH:18]=[CH:17][C:14]([CH2:15]O)=[CH:13][CH:12]=1.C1(P(C2C=CC=CC=2)C2C=CC=CC=2)C=CC=CC=1.N(C(OCC)=O)=NC(OCC)=O, predict the reaction product. The product is: [F:9][C:10]([F:19])([F:20])[C:11]1[CH:18]=[CH:17][C:14]([CH2:15][O:8][C:3]2[CH:4]=[CH:5][C:6]([NH2:7])=[CH:1][CH:2]=2)=[CH:13][CH:12]=1.